Task: Regression. Given a peptide amino acid sequence and an MHC pseudo amino acid sequence, predict their binding affinity value. This is MHC class II binding data.. Dataset: Peptide-MHC class II binding affinity with 134,281 pairs from IEDB (1) The peptide sequence is GEPKGAAESSSKAAL. The MHC is DRB3_0202 with pseudo-sequence DRB3_0202. The binding affinity (normalized) is 0. (2) The peptide sequence is AVWGKNSCAKNYNCK. The MHC is HLA-DPA10103-DPB10401 with pseudo-sequence HLA-DPA10103-DPB10401. The binding affinity (normalized) is 0.